From a dataset of Full USPTO retrosynthesis dataset with 1.9M reactions from patents (1976-2016). Predict the reactants needed to synthesize the given product. (1) Given the product [Cl:1][C:2]([Cl:7])([Cl:6])[C:3](=[O:4])/[C:12](/[CH3:13])=[CH:11]/[O:10][CH2:8][CH3:9], predict the reactants needed to synthesize it. The reactants are: [Cl:1][C:2]([Cl:7])([Cl:6])[C:3](Cl)=[O:4].[CH2:8]([O:10]/[CH:11]=[CH:12]/[CH3:13])[CH3:9]. (2) Given the product [CH:1]([C:5]1[CH:6]=[C:7](/[CH:19]=[CH:20]/[C:21](=[O:29])[C:22]2[CH:27]=[CH:26][C:25]([CH3:28])=[CH:24][CH:23]=2)[CH:8]=[C:9]2[C:14]=1[O:13][C:12](=[O:15])[C:11]([C:16]([NH:36][CH2:34][CH3:35])=[O:17])=[CH:10]2)([CH2:3][CH3:4])[CH3:2], predict the reactants needed to synthesize it. The reactants are: [CH:1]([C:5]1[CH:6]=[C:7](/[CH:19]=[CH:20]/[C:21](=[O:29])[C:22]2[CH:27]=[CH:26][C:25]([CH3:28])=[CH:24][CH:23]=2)[CH:8]=[C:9]2[C:14]=1[O:13][C:12](=[O:15])[C:11]([C:16](O)=[O:17])=[CH:10]2)([CH2:3][CH3:4])[CH3:2].S(Cl)(Cl)=O.[CH2:34]([NH:36]CC)[CH3:35].